Dataset: Catalyst prediction with 721,799 reactions and 888 catalyst types from USPTO. Task: Predict which catalyst facilitates the given reaction. Reactant: [NH2:1][C:2]1[CH:3]=[C:4]([CH:8]=[CH:9][CH:10]=1)[C:5]([OH:7])=[O:6].[F:11][C:12]([F:27])([F:26])[C:13]1[CH:14]=[C:15]([CH:19]=[C:20]([C:22]([F:25])([F:24])[F:23])[CH:21]=1)[C:16](Cl)=[O:17].C(N(CC)CC)C. Product: [F:11][C:12]([F:26])([F:27])[C:13]1[CH:14]=[C:15]([CH:19]=[C:20]([C:22]([F:25])([F:23])[F:24])[CH:21]=1)[C:16]([NH:1][C:2]1[CH:3]=[C:4]([CH:8]=[CH:9][CH:10]=1)[C:5]([OH:7])=[O:6])=[O:17]. The catalyst class is: 4.